This data is from Forward reaction prediction with 1.9M reactions from USPTO patents (1976-2016). The task is: Predict the product of the given reaction. Given the reactants [C:1]([O:5][C:6]([N:8]1[CH2:13][CH2:12][CH2:11][CH:10]([C:14]([OH:16])=O)[CH2:9]1)=[O:7])([CH3:4])([CH3:3])[CH3:2].[Br:17][C:18]1[CH:24]=[CH:23][CH:22]=[CH:21][C:19]=1[NH2:20], predict the reaction product. The product is: [C:1]([O:5][C:6]([N:8]1[CH2:13][CH2:12][CH2:11][CH:10]([C:14](=[O:16])[NH:20][C:19]2[CH:21]=[CH:22][CH:23]=[CH:24][C:18]=2[Br:17])[CH2:9]1)=[O:7])([CH3:2])([CH3:3])[CH3:4].